From a dataset of Catalyst prediction with 721,799 reactions and 888 catalyst types from USPTO. Predict which catalyst facilitates the given reaction. Reactant: [CH2:1]([O:3][C:4]1[CH:5]=[C:6]([C:10]([CH3:14])([CH3:13])[C:11]#[N:12])[CH:7]=[CH:8][CH:9]=1)[CH3:2].[I:15]Cl. Product: [CH2:1]([O:3][C:4]1[CH:5]=[C:6]([C:10]([CH3:13])([CH3:14])[C:11]#[N:12])[CH:7]=[CH:8][C:9]=1[I:15])[CH3:2]. The catalyst class is: 15.